This data is from Peptide-MHC class II binding affinity with 134,281 pairs from IEDB. The task is: Regression. Given a peptide amino acid sequence and an MHC pseudo amino acid sequence, predict their binding affinity value. This is MHC class II binding data. (1) The peptide sequence is KKKKLALYLLLALSLAS. The MHC is HLA-DQA10501-DQB10302 with pseudo-sequence HLA-DQA10501-DQB10302. The binding affinity (normalized) is 0. (2) The MHC is DRB1_0101 with pseudo-sequence DRB1_0101. The binding affinity (normalized) is 0.579. The peptide sequence is VVGNFVAEFKSRFFV. (3) The peptide sequence is AYKTAEGATPEAKYD. The MHC is DRB4_0101 with pseudo-sequence DRB4_0103. The binding affinity (normalized) is 0.102. (4) The peptide sequence is AIGIITLYLGAVVQA. The MHC is DRB1_0404 with pseudo-sequence DRB1_0404. The binding affinity (normalized) is 0.355. (5) The peptide sequence is RRMWASAQNISGAGW. The MHC is HLA-DQA10101-DQB10501 with pseudo-sequence HLA-DQA10101-DQB10501. The binding affinity (normalized) is 0.205.